Dataset: Catalyst prediction with 721,799 reactions and 888 catalyst types from USPTO. Task: Predict which catalyst facilitates the given reaction. (1) Reactant: CN(C)C=O.Cl[C:7]1[CH:15]=[CH:14][C:10]([C:11]([OH:13])=[O:12])=[CH:9][N:8]=1.[CH:16]1([OH:21])[CH2:20][CH2:19][CH2:18][CH2:17]1.[H-].[Na+]. Product: [CH:16]1([O:21][C:7]2[CH:15]=[CH:14][C:10]([C:11]([OH:13])=[O:12])=[CH:9][N:8]=2)[CH2:20][CH2:19][CH2:18][CH2:17]1. The catalyst class is: 15. (2) Reactant: [CH2:1]([C:3]1[C:4]([F:11])=[C:5]([CH:8]=[CH:9][CH:10]=1)C=O)[CH3:2].C([C:14](=[O:18])[C:15]([O-:17])=[O:16])C.[OH-].[Na+]. Product: [O:18]=[C:14](/[CH:2]=[CH:1]/[C:3]1[CH:10]=[CH:9][CH:8]=[CH:5][C:4]=1[F:11])[C:15]([OH:17])=[O:16]. The catalyst class is: 8.